From a dataset of Forward reaction prediction with 1.9M reactions from USPTO patents (1976-2016). Predict the product of the given reaction. (1) The product is: [Br:1][C:2]1[CH:7]=[CH:6][CH:5]=[CH:4][C:3]=1[NH:8][C:9](=[O:17])[CH:10]([CH3:16])[C:11]([OH:13])=[O:12]. Given the reactants [Br:1][C:2]1[CH:7]=[CH:6][CH:5]=[CH:4][C:3]=1[NH:8][C:9](=[O:17])[CH:10]([CH3:16])[C:11]([O:13]CC)=[O:12], predict the reaction product. (2) Given the reactants [C:1]1([C:7]2[CH:12]=[CH:11][N:10]=[C:9]([NH:13][C:14]3[CH:15]=[C:16]([NH:21][C:22](=[O:31])[C:23]4[CH:28]=[CH:27][C:26]([CH2:29]O)=[CH:25][CH:24]=4)[CH:17]=[CH:18][C:19]=3[CH3:20])[N:8]=2)[CH:6]=[CH:5][CH:4]=[CH:3][CH:2]=1.O=S(Cl)[Cl:34], predict the reaction product. The product is: [C:1]1([C:7]2[CH:12]=[CH:11][N:10]=[C:9]([NH:13][C:14]3[CH:15]=[C:16]([NH:21][C:22](=[O:31])[C:23]4[CH:28]=[CH:27][C:26]([CH2:29][Cl:34])=[CH:25][CH:24]=4)[CH:17]=[CH:18][C:19]=3[CH3:20])[N:8]=2)[CH:6]=[CH:5][CH:4]=[CH:3][CH:2]=1. (3) The product is: [NH2:11][C:10]1[NH:27][N:26]=[C:8]([C:3]2[CH:4]=[CH:5][CH:6]=[CH:7][CH:2]=2)[C:9]=1[C:12]1[N:17]=[C:16]2[S:18][C:19]([NH:21][CH:22]([CH3:24])[CH3:23])=[N:20][C:15]2=[CH:14][CH:13]=1. Given the reactants F[C:2]1[CH:7]=[CH:6][CH:5]=[CH:4][C:3]=1[C:8](=O)[CH:9]([C:12]1[N:17]=[C:16]2[S:18][C:19]([NH:21][CH:22]([CH3:24])[CH3:23])=[N:20][C:15]2=[CH:14][CH:13]=1)[C:10]#[N:11].[NH2:26][NH2:27], predict the reaction product. (4) Given the reactants [Cl:1][C:2]1[CH:7]=[CH:6][C:5]([Cl:8])=[CH:4][C:3]=1[S:9](Cl)(=[O:11])=[O:10].[CH3:13][C:14]1([CH3:28])[C:18]([CH3:20])([CH3:19])[O:17][B:16]([C:21]2[CH:26]=[CH:25][C:24]([NH2:27])=[CH:23][CH:22]=2)[O:15]1.C(Cl)Cl, predict the reaction product. The product is: [Cl:1][C:2]1[CH:7]=[CH:6][C:5]([Cl:8])=[CH:4][C:3]=1[S:9]([NH:27][C:24]1[CH:23]=[CH:22][C:21]([B:16]2[O:17][C:18]([CH3:20])([CH3:19])[C:14]([CH3:28])([CH3:13])[O:15]2)=[CH:26][CH:25]=1)(=[O:11])=[O:10]. (5) Given the reactants I[C:2]1[C:10]2[C:5](=[CH:6][CH:7]=[CH:8][C:9]=2[NH:11][C:12]([C:14]2[N:18]3[CH:19]=[CH:20][C:21]([O:23][CH2:24][CH2:25][N:26]4[CH2:31][CH2:30][N:29]([CH3:32])[CH2:28][CH2:27]4)=[CH:22][C:17]3=[N:16][CH:15]=2)=[O:13])[N:4]([CH2:33][C:34]2[S:38][C:37]([CH3:39])=[N:36][CH:35]=2)[N:3]=1, predict the reaction product. The product is: [CH3:32][N:29]1[CH2:28][CH2:27][N:26]([CH2:25][CH2:24][O:23][C:21]2[CH:20]=[CH:19][N:18]3[C:14]([C:12]([NH:11][C:9]4[CH:8]=[CH:7][CH:6]=[C:5]5[C:10]=4[CH:2]=[N:3][N:4]5[CH2:33][C:34]4[S:38][C:37]([CH3:39])=[N:36][CH:35]=4)=[O:13])=[CH:15][N:16]=[C:17]3[CH:22]=2)[CH2:31][CH2:30]1.